Dataset: Full USPTO retrosynthesis dataset with 1.9M reactions from patents (1976-2016). Task: Predict the reactants needed to synthesize the given product. (1) Given the product [CH2:28]([O:21][C:4]1[CH:3]=[C:2]([OH:1])[C:15]2[C:14](=[O:16])[C:13]3[C:8]([O:7][C:6]=2[C:5]=1[CH2:18][CH:19]=[CH2:20])=[C:9]([O:17][CH2:18][C:5]1[CH:6]=[CH:15][CH:2]=[CH:3][CH:4]=1)[CH:10]=[CH:11][CH:12]=3)[C:29]1[CH:34]=[CH:33][CH:32]=[CH:31][CH:30]=1, predict the reactants needed to synthesize it. The reactants are: [OH:1][C:2]1[C:15]2[C:14](=[O:16])[C:13]3[C:8](=[C:9]([OH:17])[CH:10]=[CH:11][CH:12]=3)[O:7][C:6]=2[C:5]([CH2:18][CH:19]=[CH2:20])=[C:4]([OH:21])[CH:3]=1.C(=O)([O-])[O-].[K+].[K+].[CH2:28](Br)[C:29]1[CH:34]=[CH:33][CH:32]=[CH:31][CH:30]=1. (2) Given the product [C:1]([C:5]1[N:10]=[C:9]2[N:11]([CH2:14][C:15]3[CH:20]=[CH:19][CH:18]=[CH:17][C:16]=3[C:21]([F:24])([F:23])[F:22])[N:12]=[CH:13][C:8]2=[C:7]([N:26]2[CH2:30][CH2:29][CH2:28][C@@H:27]2[CH2:31][OH:32])[N:6]=1)([CH3:4])([CH3:3])[CH3:2], predict the reactants needed to synthesize it. The reactants are: [C:1]([C:5]1[N:10]=[C:9]2[N:11]([CH2:14][C:15]3[CH:20]=[CH:19][CH:18]=[CH:17][C:16]=3[C:21]([F:24])([F:23])[F:22])[N:12]=[CH:13][C:8]2=[C:7](Cl)[N:6]=1)([CH3:4])([CH3:3])[CH3:2].[NH:26]1[CH2:30][CH2:29][CH2:28][C@@H:27]1[CH2:31][OH:32]. (3) Given the product [F:21][C:22]1[CH:23]=[C:24]([C:16]2[O:15][C:14]([C:12]([NH:11][C:7]3[CH:6]=[C:5]([CH2:4][C:3]([OH:2])=[O:20])[CH:10]=[CH:9][CH:8]=3)=[O:13])=[CH:18][CH:17]=2)[CH:25]=[C:26]([F:28])[CH:27]=1, predict the reactants needed to synthesize it. The reactants are: C[O:2][C:3](=[O:20])[CH2:4][C:5]1[CH:10]=[CH:9][CH:8]=[C:7]([NH:11][C:12]([C:14]2[O:15][C:16](Br)=[CH:17][CH:18]=2)=[O:13])[CH:6]=1.[F:21][C:22]1[CH:23]=[C:24](B(O)O)[CH:25]=[C:26]([F:28])[CH:27]=1.